Regression. Given two drug SMILES strings and cell line genomic features, predict the synergy score measuring deviation from expected non-interaction effect. From a dataset of NCI-60 drug combinations with 297,098 pairs across 59 cell lines. (1) Drug 1: CC12CCC3C(C1CCC2O)C(CC4=C3C=CC(=C4)O)CCCCCCCCCS(=O)CCCC(C(F)(F)F)(F)F. Synergy scores: CSS=21.3, Synergy_ZIP=-1.08, Synergy_Bliss=-1.89, Synergy_Loewe=-7.79, Synergy_HSA=-0.672. Drug 2: CC1C(C(CC(O1)OC2CC(CC3=C2C(=C4C(=C3O)C(=O)C5=CC=CC=C5C4=O)O)(C(=O)C)O)N)O. Cell line: OVCAR-4. (2) Synergy scores: CSS=-3.39, Synergy_ZIP=1.11, Synergy_Bliss=-1.16, Synergy_Loewe=-10.4, Synergy_HSA=-5.75. Drug 2: C1=CC(=CC=C1C#N)C(C2=CC=C(C=C2)C#N)N3C=NC=N3. Drug 1: CNC(=O)C1=CC=CC=C1SC2=CC3=C(C=C2)C(=NN3)C=CC4=CC=CC=N4. Cell line: NCI-H460. (3) Drug 1: C1CN1P(=S)(N2CC2)N3CC3. Drug 2: CC1=C2C(C(=O)C3(C(CC4C(C3C(C(C2(C)C)(CC1OC(=O)C(C(C5=CC=CC=C5)NC(=O)OC(C)(C)C)O)O)OC(=O)C6=CC=CC=C6)(CO4)OC(=O)C)O)C)O. Cell line: M14. Synergy scores: CSS=0.580, Synergy_ZIP=-4.13, Synergy_Bliss=-4.15, Synergy_Loewe=-16.7, Synergy_HSA=-16.5. (4) Drug 1: CC1CCC2CC(C(=CC=CC=CC(CC(C(=O)C(C(C(=CC(C(=O)CC(OC(=O)C3CCCCN3C(=O)C(=O)C1(O2)O)C(C)CC4CCC(C(C4)OC)OCCO)C)C)O)OC)C)C)C)OC. Drug 2: CC(C)NC(=O)C1=CC=C(C=C1)CNNC.Cl. Cell line: HL-60(TB). Synergy scores: CSS=4.20, Synergy_ZIP=-1.85, Synergy_Bliss=-0.0812, Synergy_Loewe=-0.426, Synergy_HSA=0.0510. (5) Drug 1: C1=C(C(=O)NC(=O)N1)F. Drug 2: C(CN)CNCCSP(=O)(O)O. Cell line: U251. Synergy scores: CSS=33.2, Synergy_ZIP=-11.3, Synergy_Bliss=-1.66, Synergy_Loewe=-15.1, Synergy_HSA=-1.40. (6) Drug 1: C1=NNC2=C1C(=O)NC=N2. Drug 2: N.N.Cl[Pt+2]Cl. Cell line: COLO 205. Synergy scores: CSS=14.8, Synergy_ZIP=-6.24, Synergy_Bliss=2.73, Synergy_Loewe=-4.93, Synergy_HSA=3.07. (7) Drug 1: CS(=O)(=O)C1=CC(=C(C=C1)C(=O)NC2=CC(=C(C=C2)Cl)C3=CC=CC=N3)Cl. Drug 2: C1=NC2=C(N=C(N=C2N1C3C(C(C(O3)CO)O)F)Cl)N. Cell line: UACC62. Synergy scores: CSS=20.2, Synergy_ZIP=3.29, Synergy_Bliss=4.28, Synergy_Loewe=-15.2, Synergy_HSA=3.55.